This data is from Full USPTO retrosynthesis dataset with 1.9M reactions from patents (1976-2016). The task is: Predict the reactants needed to synthesize the given product. Given the product [C:2]([C:4]1([NH:7][C:8]([C@@H:10]2[CH2:14][C@@H:13]([S:15]([C:18]3[CH:23]=[CH:22][CH:21]=[CH:20][C:19]=3[Cl:24])(=[O:17])=[O:16])[CH2:12][N:11]2[CH2:33][C:34]([F:40])([F:39])[C:35]([F:38])([F:37])[F:36])=[O:9])[CH2:6][CH2:5]1)#[N:3], predict the reactants needed to synthesize it. The reactants are: Cl.[C:2]([C:4]1([NH:7][C:8]([C@@H:10]2[CH2:14][C@@H:13]([S:15]([C:18]3[CH:23]=[CH:22][CH:21]=[CH:20][C:19]=3[Cl:24])(=[O:17])=[O:16])[CH2:12][NH:11]2)=[O:9])[CH2:6][CH2:5]1)#[N:3].O([CH2:33][C:34]([F:40])([F:39])[C:35]([F:38])([F:37])[F:36])S(C(F)(F)F)(=O)=O.